Dataset: Full USPTO retrosynthesis dataset with 1.9M reactions from patents (1976-2016). Task: Predict the reactants needed to synthesize the given product. (1) Given the product [CH3:1][O:2][C:3]1[CH:8]=[CH:7][C:6]([CH2:9][C:10]([NH:12][C:13]2[CH:14]=[CH:15][C:16]([C:19]([OH:21])=[O:20])=[N:17][CH:18]=2)=[O:11])=[C:5]([C:23]([F:25])([F:26])[F:24])[CH:4]=1, predict the reactants needed to synthesize it. The reactants are: [CH3:1][O:2][C:3]1[CH:8]=[CH:7][C:6]([CH2:9][C:10]([NH:12][C:13]2[CH:14]=[CH:15][C:16]([C:19]([O:21]C)=[O:20])=[N:17][CH:18]=2)=[O:11])=[C:5]([C:23]([F:26])([F:25])[F:24])[CH:4]=1.C1COCC1.[OH-].[Na+]. (2) Given the product [CH3:19][O:20][N:21]=[C:9]([C:4]1[CH:5]=[CH:6][C:7]([Cl:8])=[C:2]([Cl:1])[CH:3]=1)[CH2:10][CH2:11][C:12]1[N:13]=[N:14][NH:15][N:16]=1, predict the reactants needed to synthesize it. The reactants are: [Cl:1][C:2]1[CH:3]=[C:4]([C:9](=O)[CH2:10][CH2:11][C:12]2[N:13]=[N:14][NH:15][N:16]=2)[CH:5]=[CH:6][C:7]=1[Cl:8].Cl.[CH3:19][O:20][NH2:21].N1C=CC=CC=1. (3) Given the product [CH3:1][C:2]1[N:6]([CH2:7][C:8]2[N:13]=[CH:12][CH:11]=[CH:10][N:9]=2)[N:5]=[C:4]([C:14]([OH:16])=[O:15])[CH:3]=1, predict the reactants needed to synthesize it. The reactants are: [CH3:1][C:2]1[N:6]([CH2:7][C:8]2[N:13]=[CH:12][CH:11]=[CH:10][N:9]=2)[N:5]=[C:4]([C:14]([O:16]C)=[O:15])[CH:3]=1.[OH-].[Na+]. (4) Given the product [CH3:1][C:2]1[S:3][CH:4]=[CH:5][C:6]=1[N:7]1[C:11](=[O:12])[N:10]([CH3:13])[N:9]=[N:8]1, predict the reactants needed to synthesize it. The reactants are: [CH3:1][C:2]1[S:3][CH:4]=[CH:5][C:6]=1[N:7]1[C:11](=[O:12])[NH:10][N:9]=[N:8]1.[C:13](=O)([O-])[O-].[K+].[K+].S(OC)(OC)(=O)=O.C(=O)(O)[O-].[Na+]. (5) Given the product [CH3:11][C:9]1([C:8]([OH:13])=[O:12])[NH:1][CH:2]([C:5]([OH:7])=[O:6])[CH2:3][S:4]1, predict the reactants needed to synthesize it. The reactants are: [NH2:1][C@H:2]([C:5]([OH:7])=[O:6])[CH2:3][SH:4].[C:8]([OH:13])(=[O:12])[C:9]([CH3:11])=O. (6) Given the product [CH:29]1([C@H:10]2[C@H:9]([CH3:32])[C@@H:8]([NH:7][C:34]3[CH:39]=[CH:38][CH:37]=[C:36]([CH3:40])[N:35]=3)[C:17]3[C:12](=[C:13]([O:24][CH3:25])[N:14]=[C:15]([N:18]4[CH2:19][CH2:20][O:21][CH2:22][CH2:23]4)[CH:16]=3)[N:11]2[C:26](=[O:28])[CH3:27])[CH2:31][CH2:30]1, predict the reactants needed to synthesize it. The reactants are: CC(C)([O-])C.[Na+].[NH2:7][C@H:8]1[C:17]2[C:12](=[C:13]([O:24][CH3:25])[N:14]=[C:15]([N:18]3[CH2:23][CH2:22][O:21][CH2:20][CH2:19]3)[CH:16]=2)[N:11]([C:26](=[O:28])[CH3:27])[C@@H:10]([CH:29]2[CH2:31][CH2:30]2)[C@@H:9]1[CH3:32].Br[C:34]1[CH:39]=[CH:38][CH:37]=[C:36]([CH3:40])[N:35]=1. (7) Given the product [CH2:20]([N:4]1[C:5]2[C:10](=[CH:9][CH:8]=[CH:7][N:6]=2)[C:11]([C:12]2[CH:17]=[CH:16][CH:15]=[C:14]([O:18][CH3:19])[CH:13]=2)=[C:2]([NH:1][C:25]([NH:40][C:39]2[C:38]([CH:35]([CH3:37])[CH3:36])=[CH:44][CH:43]=[CH:42][C:41]=2[CH:45]([CH3:47])[CH3:46])=[O:26])[C:3]1=[O:24])[CH2:21][CH2:22][CH3:23], predict the reactants needed to synthesize it. The reactants are: [NH2:1][C:2]1[C:3](=[O:24])[N:4]([CH2:20][CH2:21][CH2:22][CH3:23])[C:5]2[C:10]([C:11]=1[C:12]1[CH:17]=[CH:16][CH:15]=[C:14]([O:18][CH3:19])[CH:13]=1)=[CH:9][CH:8]=[CH:7][N:6]=2.[C:25](Cl)(=O)[O:26]C1C=CC=CC=1.[CH:35]([C:38]1[CH:44]=[CH:43][CH:42]=[C:41]([CH:45]([CH3:47])[CH3:46])[C:39]=1[NH2:40])([CH3:37])[CH3:36]. (8) Given the product [OH:8][C@@H:9]1[C@H:10]([OH:11])[O:12][C@H:13]([CH2:28][CH2:29][C:30]2[CH:31]=[CH:32][C:33]([C:36]3[CH:37]=[N:38][CH:39]=[N:40][CH:41]=3)=[CH:34][CH:35]=2)[C@@H:14]1[CH2:15][CH2:16][N:17]1[C:22](=[O:23])[C:21]2[CH:24]=[CH:25][CH:26]=[CH:27][C:20]=2[N:19]=[N:18]1, predict the reactants needed to synthesize it. The reactants are: Cl(O)(=O)(=O)=O.CC1(C)[O:11][C@@H:10]2[O:12][C@H:13]([CH2:28][CH2:29][C:30]3[CH:35]=[CH:34][C:33]([C:36]4[CH:37]=[N:38][CH:39]=[N:40][CH:41]=4)=[CH:32][CH:31]=3)[C@H:14]([CH2:15][CH2:16][N:17]3[C:22](=[O:23])[C:21]4[CH:24]=[CH:25][CH:26]=[CH:27][C:20]=4[N:19]=[N:18]3)[C@@H:9]2[O:8]1.